From a dataset of Full USPTO retrosynthesis dataset with 1.9M reactions from patents (1976-2016). Predict the reactants needed to synthesize the given product. (1) Given the product [Cl:18][C:19]1[CH:33]=[C:32]([Cl:34])[CH:31]=[CH:30][C:20]=1[O:21][C:22]1[CH:29]=[CH:28][CH:27]=[CH:26][C:23]=1[CH:24]=[O:35], predict the reactants needed to synthesize it. The reactants are: [H-].C([Al+]CC(C)C)C(C)C.C1(C)C=CC=CC=1.[Cl:18][C:19]1[CH:33]=[C:32]([Cl:34])[CH:31]=[CH:30][C:20]=1[O:21][C:22]1[CH:29]=[CH:28][CH:27]=[CH:26][C:23]=1[C:24]#N.[OH2:35]. (2) The reactants are: [C:1]([CH2:3][C:4]([NH2:6])=[O:5])#[N:2].[CH:7]([C:9]1[CH:16]=[CH:15][C:12]([C:13]#[N:14])=[CH:11][CH:10]=1)=O.[F:17][C:18]([F:39])([F:38])[C:19]1[CH:20]=[C:21]([NH:25][C:26]([CH3:37])=[CH:27][C:28]([O:30][CH2:31][CH2:32][Si:33]([CH3:36])([CH3:35])[CH3:34])=[O:29])[CH:22]=[CH:23][CH:24]=1.N1CCCCC1. Given the product [CH3:35][Si:33]([CH3:34])([CH3:36])[CH2:32][CH2:31][O:30][C:28]([C:27]1[CH:7]([C:9]2[CH:16]=[CH:15][C:12]([C:13]#[N:14])=[CH:11][CH:10]=2)[C:3]([C:4]([NH2:6])=[O:5])=[C:1]([NH2:2])[N:25]([C:21]2[CH:22]=[CH:23][CH:24]=[C:19]([C:18]([F:38])([F:17])[F:39])[CH:20]=2)[C:26]=1[CH3:37])=[O:29], predict the reactants needed to synthesize it. (3) Given the product [CH3:20][C@@H:11]1[O:10][C:9](=[O:21])[C@@H:8]([NH:22][C:23](=[O:29])[O:24][C:25]([CH3:28])([CH3:26])[CH3:27])[CH2:7][CH2:6][CH2:5][C@H:4]([CH2:3][CH2:2][Se:39][C:34]2[CH:35]=[CH:36][CH:37]=[CH:38][C:33]=2[N+:30]([O-:32])=[O:31])[C@H:12]1[O:13][C:14]1[CH:19]=[CH:18][CH:17]=[CH:16][CH:15]=1, predict the reactants needed to synthesize it. The reactants are: O[CH2:2][CH2:3][C@@H:4]1[C@@H:12]([O:13][C:14]2[CH:19]=[CH:18][CH:17]=[CH:16][CH:15]=2)[C@H:11]([CH3:20])[O:10][C:9](=[O:21])[C@@H:8]([NH:22][C:23](=[O:29])[O:24][C:25]([CH3:28])([CH3:27])[CH3:26])[CH2:7][CH2:6][CH2:5]1.[N+:30]([C:33]1[CH:38]=[CH:37][CH:36]=[CH:35][C:34]=1[Se:39]C#N)([O-:32])=[O:31].C(P(CCCC)CCCC)CCC.[Na+].[Cl-]. (4) Given the product [I:17][C:14]1[CH:15]=[CH:16][C:9]([O:4][CH2:3][CH:2]([CH3:5])[CH3:1])=[C:10]([CH:13]=1)[C:11]#[N:12], predict the reactants needed to synthesize it. The reactants are: [CH3:1][CH:2]([CH3:5])[CH2:3][OH:4].[H-].[Na+].F[C:9]1[CH:16]=[CH:15][C:14]([I:17])=[CH:13][C:10]=1[C:11]#[N:12].O. (5) Given the product [CH:30]1([CH2:29][CH:28]([N:4]2[C:3](=[O:15])[CH:2]=[C:7]([O:24][CH:18]3[CH:19]([CH3:23])[CH2:20][CH2:21][CH2:22][CH:17]3[CH3:16])[CH:6]=[N:5]2)[C:27]([OH:26])=[O:36])[CH2:34][CH2:33][CH2:32][CH2:31]1, predict the reactants needed to synthesize it. The reactants are: Cl[C:2]1[C:3](=[O:15])[N:4](C2CCCCO2)[N:5]=[CH:6][C:7]=1Cl.[CH3:16][CH:17]1[CH2:22][CH2:21][CH2:20][CH:19]([CH3:23])[CH:18]1[OH:24].C[O:26][C:27](=[O:36])[CH:28](Br)[CH2:29][CH:30]1[CH2:34][CH2:33][CH2:32][CH2:31]1. (6) Given the product [CH3:17][O:18][C:19](=[O:45])[C@@H:20]([NH:30][C:31]([C:33]1[C:38]([CH3:39])=[N:37][C:36]([NH:40][CH2:41][C:42]#[C:43][C:6]2[CH:5]=[C:4]([OH:9])[CH:3]=[C:2]([F:1])[CH:7]=2)=[N:35][C:34]=1[CH3:44])=[O:32])[CH2:21][NH:22][C:23]([C:25]1[S:26][CH:27]=[CH:28][CH:29]=1)=[O:24], predict the reactants needed to synthesize it. The reactants are: [F:1][C:2]1[CH:3]=[C:4]([OH:9])[CH:5]=[C:6](Br)[CH:7]=1.CCN(CC)CC.[CH3:17][O:18][C:19](=[O:45])[C@@H:20]([NH:30][C:31]([C:33]1[C:34]([CH3:44])=[N:35][C:36]([NH:40][CH2:41][C:42]#[CH:43])=[N:37][C:38]=1[CH3:39])=[O:32])[CH2:21][NH:22][C:23]([C:25]1[S:26][CH:27]=[CH:28][CH:29]=1)=[O:24]. (7) Given the product [F:3][C:4]1[CH:5]=[C:6]([C@@H:11]2[CH2:13][C@H:12]2[C:14]([OH:16])=[O:15])[CH:7]=[CH:8][C:9]=1[F:10], predict the reactants needed to synthesize it. The reactants are: [OH-].[Na+].[F:3][C:4]1[CH:5]=[C:6]([C@@H:11]2[CH2:13][C@H:12]2[C:14]([O:16]CC)=[O:15])[CH:7]=[CH:8][C:9]=1[F:10]. (8) Given the product [CH3:14][O:13][C:9]1[C:8]([O:15][CH3:16])=[C:7]([O:17][CH3:18])[CH:6]=[C:5]2[C:10]=1[CH:11]=[CH:12][C:3]([CH2:2][N:19]1[CH2:25][CH2:24][CH2:23][N:22]([CH2:2][C:3]3[CH:12]=[CH:11][C:10]4[C:5](=[CH:6][C:7]([O:17][CH3:18])=[C:8]([O:15][CH3:16])[C:9]=4[O:13][CH3:14])[CH:4]=3)[CH2:21][CH2:20]1)=[CH:4]2, predict the reactants needed to synthesize it. The reactants are: Cl[CH2:2][C:3]1[CH:12]=[CH:11][C:10]2[C:5](=[CH:6][C:7]([O:17][CH3:18])=[C:8]([O:15][CH3:16])[C:9]=2[O:13][CH3:14])[CH:4]=1.[NH:19]1[CH2:25][CH2:24][CH2:23][NH:22][CH2:21][CH2:20]1. (9) The reactants are: [N:1]1[CH:6]=[CH:5][CH:4]=[CH:3][CH:2]=1.[Br:7][CH2:8][C:9]([O:11][CH2:12][CH3:13])=[O:10]. Given the product [Br-:7].[CH2:12]([O:11][C:9]([CH2:8][N+:1]1[CH:6]=[CH:5][CH:4]=[CH:3][CH:2]=1)=[O:10])[CH3:13], predict the reactants needed to synthesize it.